From a dataset of NCI-60 drug combinations with 297,098 pairs across 59 cell lines. Regression. Given two drug SMILES strings and cell line genomic features, predict the synergy score measuring deviation from expected non-interaction effect. (1) Drug 1: C1CCN(CC1)CCOC2=CC=C(C=C2)C(=O)C3=C(SC4=C3C=CC(=C4)O)C5=CC=C(C=C5)O. Drug 2: C1C(C(OC1N2C=NC3=C(N=C(N=C32)Cl)N)CO)O. Cell line: T-47D. Synergy scores: CSS=8.57, Synergy_ZIP=-1.93, Synergy_Bliss=-0.528, Synergy_Loewe=-1.85, Synergy_HSA=-1.70. (2) Drug 1: C1=CC(=CC=C1CC(C(=O)O)N)N(CCCl)CCCl.Cl. Drug 2: CN(CC1=CN=C2C(=N1)C(=NC(=N2)N)N)C3=CC=C(C=C3)C(=O)NC(CCC(=O)O)C(=O)O. Cell line: OVCAR3. Synergy scores: CSS=32.2, Synergy_ZIP=-8.14, Synergy_Bliss=-1.52, Synergy_Loewe=-29.4, Synergy_HSA=-0.408.